Dataset: Reaction yield outcomes from USPTO patents with 853,638 reactions. Task: Predict the reaction yield, written as a fraction of the theoretical maximum amount of product (1.0 means a 100% yield; for example, 0.34 means a 34% yield). (1) The reactants are ClC1C(NC2C=C(C3CC3)NN=2)=NC([NH:8][C@@H:9]([C:11]2[CH:16]=[CH:15][C:14]([F:17])=[C:13](C)[N:12]=2)[CH3:10])=NC=1.Cl.O1CCOCC1. The catalyst is C(Cl)Cl. The product is [F:17][C:14]1[CH:15]=[CH:16][C:11]([C@@H:9]([NH2:8])[CH3:10])=[N:12][CH:13]=1. The yield is 0.980. (2) The reactants are Cl[C:2]1[C:7]2[CH:8]=[CH:9][O:10][C:6]=2[CH:5]=[CH:4][N:3]=1.CC(C)([O-])C.[Na+].C(=[NH:30])(C1C=CC=CC=1)C1C=CC=CC=1.NO. The catalyst is C1(C)C=CC=CC=1.CCOCC.C1C=CC(/C=C/C(/C=C/C2C=CC=CC=2)=O)=CC=1.C1C=CC(/C=C/C(/C=C/C2C=CC=CC=2)=O)=CC=1.C1C=CC(/C=C/C(/C=C/C2C=CC=CC=2)=O)=CC=1.[Pd].[Pd].C1C=CC(P(C2C(C3C(P(C4C=CC=CC=4)C4C=CC=CC=4)=CC=C4C=3C=CC=C4)=C3C(C=CC=C3)=CC=2)C2C=CC=CC=2)=CC=1. The product is [O:10]1[C:6]2[CH:5]=[CH:4][N:3]=[C:2]([NH2:30])[C:7]=2[CH:8]=[CH:9]1. The yield is 0.890. (3) The reactants are C([O:3][C:4]([C:6]1[N:7]([C:27]2[CH:32]=[CH:31][C:30]([O:33][CH:34]([CH3:36])[CH3:35])=[CH:29][CH:28]=2)[C:8]2[C:13]([C:14]=1[Cl:15])=[CH:12][C:11]([CH:16]1[CH2:21][CH:20]([C:22]([CH3:25])([CH3:24])[CH3:23])[CH2:19][CH2:18][C:17]1=[O:26])=[CH:10][CH:9]=2)=[O:5])C.[OH-].[Na+].O. The catalyst is CCO. The product is [C:22]([CH:20]1[CH2:21][CH:16]([C:11]2[CH:12]=[C:13]3[C:8](=[CH:9][CH:10]=2)[N:7]([C:27]2[CH:28]=[CH:29][C:30]([O:33][CH:34]([CH3:36])[CH3:35])=[CH:31][CH:32]=2)[C:6]([C:4]([OH:5])=[O:3])=[C:14]3[Cl:15])[C:17](=[O:26])[CH2:18][CH2:19]1)([CH3:24])([CH3:25])[CH3:23]. The yield is 0.600. (4) The reactants are [Cl-].O[NH3+:3].[C:4](=[O:7])([O-])[OH:5].[Na+].CS(C)=O.[CH2:13]([C:15]1[N:16]([C:40]2[CH:41]=[CH:42][C:43]3[O:47][CH:46]([CH3:48])[CH2:45][C:44]=3[CH:49]=2)[C:17](=[O:39])[C:18]([CH2:24][C:25]2[CH:30]=[CH:29][C:28]([C:31]3[C:32]([C:37]#[N:38])=[CH:33][CH:34]=[CH:35][CH:36]=3)=[CH:27][CH:26]=2)=[C:19]([CH2:21][CH2:22][CH3:23])[N:20]=1)[CH3:14]. The catalyst is C(OCC)(=O)C. The product is [CH2:13]([C:15]1[N:16]([C:40]2[CH:41]=[CH:42][C:43]3[O:47][CH:46]([CH3:48])[CH2:45][C:44]=3[CH:49]=2)[C:17](=[O:39])[C:18]([CH2:24][C:25]2[CH:26]=[CH:27][C:28]([C:31]3[CH:36]=[CH:35][CH:34]=[CH:33][C:32]=3[C:37]3[NH:3][C:4](=[O:7])[O:5][N:38]=3)=[CH:29][CH:30]=2)=[C:19]([CH2:21][CH2:22][CH3:23])[N:20]=1)[CH3:14]. The yield is 0.490. (5) The reactants are [Cl:1][C:2]1[CH:3]=[C:4]([NH:8][C:9]([N:11]2[CH2:16][CH2:15][C:14]3[NH:17][N:18]=[C:19](OS(C(F)(F)F)(=O)=O)[C:13]=3[CH2:12]2)=[O:10])[CH:5]=[CH:6][CH:7]=1.[CH3:28][O:29][C:30]1[CH:35]=[CH:34][CH:33]=[CH:32][C:31]=1B(O)O.[O-]P([O-])([O-])=O.[K+].[K+].[K+]. The catalyst is O1CCOCC1.C1C=CC(P(C2C=CC=CC=2)[C-]2C=CC=C2)=CC=1.C1C=CC(P(C2C=CC=CC=2)[C-]2C=CC=C2)=CC=1.Cl[Pd]Cl.[Fe+2].C1C=CC(P(C2C=CC=CC=2)[C-]2C=CC=C2)=CC=1.C1C=CC(P(C2C=CC=CC=2)[C-]2C=CC=C2)=CC=1.[Fe+2]. The product is [Cl:1][C:2]1[CH:3]=[C:4]([NH:8][C:9]([N:11]2[CH2:16][CH2:15][C:14]3[NH:17][N:18]=[C:19]([C:31]4[CH:32]=[CH:33][CH:34]=[CH:35][C:30]=4[O:29][CH3:28])[C:13]=3[CH2:12]2)=[O:10])[CH:5]=[CH:6][CH:7]=1. The yield is 0.0424.